Dataset: Catalyst prediction with 721,799 reactions and 888 catalyst types from USPTO. Task: Predict which catalyst facilitates the given reaction. (1) Reactant: [Cl:1][C:2]1[N:10]=[CH:9][N:8]=[C:7]2[C:3]=1[N:4]=[CH:5][N:6]2[CH2:11][CH3:12].[Li+].CC([N-]C(C)C)C.[I:21]I. Product: [Cl:1][C:2]1[N:10]=[CH:9][N:8]=[C:7]2[C:3]=1[N:4]=[C:5]([I:21])[N:6]2[CH2:11][CH3:12]. The catalyst class is: 1. (2) Reactant: C([N:8]1[CH2:31][C:12]2([CH2:17][CH2:16][N:15]([C:18]([C:20]3[CH:25]=[CH:24][C:23]([O:26][CH:27]([CH3:29])[CH3:28])=[C:22]([CH3:30])[CH:21]=3)=[O:19])[CH2:14][CH2:13]2)[O:11][CH:10]([C:32]2[CH:37]=[CH:36][CH:35]=[CH:34][CH:33]=2)[CH2:9]1)C1C=CC=CC=1.C([O-])=O.[NH4+]. Product: [CH:27]([O:26][C:23]1[CH:24]=[CH:25][C:20]([C:18]([N:15]2[CH2:14][CH2:13][C:12]3([CH2:31][NH:8][CH2:9][CH:10]([C:32]4[CH:37]=[CH:36][CH:35]=[CH:34][CH:33]=4)[O:11]3)[CH2:17][CH2:16]2)=[O:19])=[CH:21][C:22]=1[CH3:30])([CH3:29])[CH3:28]. The catalyst class is: 43. (3) Reactant: C(N(CC)CC)C.[N+:8]([C:11]1[CH:16]=[CH:15][C:14]([N:17]2[CH2:22][CH2:21][NH:20][CH2:19][CH2:18]2)=[CH:13][CH:12]=1)([O-:10])=[O:9].[C:23](Cl)(=[O:27])[CH:24]([CH3:26])[CH3:25]. Product: [CH3:25][CH:24]([CH3:26])[C:23]([N:20]1[CH2:21][CH2:22][N:17]([C:14]2[CH:13]=[CH:12][C:11]([N+:8]([O-:10])=[O:9])=[CH:16][CH:15]=2)[CH2:18][CH2:19]1)=[O:27]. The catalyst class is: 4.